Dataset: Full USPTO retrosynthesis dataset with 1.9M reactions from patents (1976-2016). Task: Predict the reactants needed to synthesize the given product. Given the product [Cl:18][C:7]1[C:6]2[C:11](=[C:2]([Cl:1])[CH:3]=[C:4]([CH3:15])[CH:5]=2)[N:10]=[C:9]([CH3:12])[C:8]=1[CH3:13], predict the reactants needed to synthesize it. The reactants are: [Cl:1][C:2]1[CH:3]=[C:4]([CH3:15])[CH:5]=[C:6]2[C:11]=1[N:10]=[C:9]([CH3:12])[C:8]([CH3:13])=[C:7]2O.O=P(Cl)(Cl)[Cl:18].